From a dataset of Forward reaction prediction with 1.9M reactions from USPTO patents (1976-2016). Predict the product of the given reaction. (1) Given the reactants [F:1][C:2]1[CH:7]=[CH:6][C:5]([CH2:8][CH2:9][N:10]2[C:15](=O)[CH2:14][C:13]([CH3:18])([CH3:17])[CH:12]([C:19]#[N:20])[C:11]2=O)=[CH:4][CH:3]=1.B.O1CCCC1.Cl, predict the reaction product. The product is: [F:1][C:2]1[CH:7]=[CH:6][C:5]([CH2:8][CH2:9][N:10]2[CH2:15][CH2:14][C:13]([CH3:18])([CH3:17])[CH:12]([CH2:19][NH2:20])[CH2:11]2)=[CH:4][CH:3]=1. (2) Given the reactants Br[N:2]1[C:10]2[C:5](=[CH:6][CH:7]=[CH:8][CH:9]=2)[CH2:4][C:3]1=[O:11].Cl[C:13]1[CH:14]=[C:15](B(O)O)C=[CH:17][CH:18]=1.C(=O)([O-])[O-].[Na+].[Na+], predict the reaction product. The product is: [NH:2]1[C:10]2[C:5](=[CH:6][CH:7]=[CH:8][CH:9]=2)[C:4]2([CH2:15][CH2:14][CH2:13][CH2:18][CH2:17]2)[C:3]1=[O:11]. (3) Given the reactants Cl[C:2]1[N:3]=[C:4]([N:13]2[CH2:18][CH2:17][O:16][CH2:15][CH2:14]2)[C:5]2[S:10][C:9]([CH2:11][NH2:12])=[CH:8][C:6]=2[N:7]=1.[N:19]1[CH:24]=[CH:23][CH:22]=[CH:21][C:20]=1[C:25](Cl)=[O:26].CC1(C)C(C)(C)OB([C:36]2[CH:44]=[CH:43][CH:42]=[C:41]3[C:37]=2[CH:38]=[N:39][NH:40]3)O1, predict the reaction product. The product is: [NH:40]1[C:41]2[C:37](=[C:36]([C:2]3[N:3]=[C:4]([N:13]4[CH2:18][CH2:17][O:16][CH2:15][CH2:14]4)[C:5]4[S:10][C:9]([CH2:11][NH:12][C:25](=[O:26])[C:20]5[CH:21]=[CH:22][CH:23]=[CH:24][N:19]=5)=[CH:8][C:6]=4[N:7]=3)[CH:44]=[CH:43][CH:42]=2)[CH:38]=[N:39]1. (4) The product is: [CH2:2]1[O:3][C:4]2([CH2:5][CH2:6][C:7]3([CH:11]([O:12][Si:16]([C:19]([CH3:22])([CH3:21])[CH3:20])([CH3:18])[CH3:17])[CH2:10][CH2:9][CH2:8]3)[CH2:13][CH2:14]2)[O:15][CH2:1]1. Given the reactants [CH2:1]1[O:15][C:4]2([CH2:14][CH2:13][C:7]3([CH:11]([OH:12])[CH2:10][CH2:9][CH2:8]3)[CH2:6][CH2:5]2)[O:3][CH2:2]1.[Si:16](Cl)([C:19]([CH3:22])([CH3:21])[CH3:20])([CH3:18])[CH3:17].N1C=CN=C1.CN(C)C=O, predict the reaction product. (5) Given the reactants Cl[C:2]1[C:7]([F:8])=[C:6]([CH:9]=[N:10]O)[CH:5]=[CH:4][N:3]=1, predict the reaction product. The product is: [F:8][C:7]1[CH:2]=[N:3][CH:4]=[CH:5][C:6]=1[CH2:9][NH2:10]. (6) Given the reactants [N+:1]([O-:4])([OH:3])=[O:2].C(OC(=O)C)(=O)C.[OH:12][CH2:13][C:14]([CH3:18])([CH2:16]O)[CH3:15].CCCCCC, predict the reaction product. The product is: [CH3:15][C:14]([CH3:18])([CH2:16][O:2][N+:1]([O-:4])=[O:3])[CH2:13][OH:12]. (7) The product is: [F:22][C:19]([F:20])([F:21])[C:16]1[CH:15]=[CH:14][C:13]([C:4]2[CH:3]=[CH:2][C:7]([NH:8][S:9]([CH3:12])(=[O:10])=[O:11])=[CH:6][CH:5]=2)=[CH:18][CH:17]=1. Given the reactants C[C:2]1[CH:3]=[C:4]([C:13]2[CH:18]=[CH:17][C:16]([C:19]([F:22])([F:21])[F:20])=[CH:15][CH:14]=2)[CH:5]=[CH:6][C:7]=1[NH:8][S:9]([CH3:12])(=[O:11])=[O:10].CC1C=C(C2C=CC(C(F)(F)F)=CC=2)C=CC=1N, predict the reaction product. (8) Given the reactants [C:1]([O:5][C:6]([N:8]1[CH2:12][C@@H:11]([CH3:13])[CH2:10][C@@H:9]1[C:14](OC)=[O:15])=[O:7])([CH3:4])([CH3:3])[CH3:2].[BH4-].[Li+], predict the reaction product. The product is: [C:1]([O:5][C:6]([N:8]1[CH2:12][C@@H:11]([CH3:13])[CH2:10][C@@H:9]1[CH2:14][OH:15])=[O:7])([CH3:3])([CH3:4])[CH3:2].